From a dataset of Full USPTO retrosynthesis dataset with 1.9M reactions from patents (1976-2016). Predict the reactants needed to synthesize the given product. Given the product [CH2:21]([O:20][C:18](=[O:19])[NH:17][CH:11]1[CH2:12][CH2:13][C:14]2[C:9](=[CH:8][C:7]([C:34]#[N:35])=[CH:16][CH:15]=2)[CH:10]1[CH2:23][C:24]1[CH:29]=[CH:28][C:27]([Cl:30])=[C:26]([Cl:31])[CH:25]=1)[CH3:22], predict the reactants needed to synthesize it. The reactants are: FC(F)(F)S(O[C:7]1[CH:16]=[CH:15][C:14]2[CH2:13][CH2:12][CH:11]([NH:17][C:18]([O:20][CH2:21][CH3:22])=[O:19])[CH:10]([CH2:23][C:24]3[CH:29]=[CH:28][C:27]([Cl:30])=[C:26]([Cl:31])[CH:25]=3)[C:9]=2[CH:8]=1)(=O)=O.[CH3:34][N:35](C)C=O.